Dataset: Peptide-MHC class I binding affinity with 185,985 pairs from IEDB/IMGT. Task: Regression. Given a peptide amino acid sequence and an MHC pseudo amino acid sequence, predict their binding affinity value. This is MHC class I binding data. (1) The peptide sequence is SLNFLGGTTV. The MHC is HLA-A02:06 with pseudo-sequence HLA-A02:06. The binding affinity (normalized) is 0.500. (2) The peptide sequence is MSAIVSCRY. The MHC is HLA-A31:01 with pseudo-sequence HLA-A31:01. The binding affinity (normalized) is 0.0847. (3) The peptide sequence is QLEVRSTEV. The MHC is HLA-A80:01 with pseudo-sequence HLA-A80:01. The binding affinity (normalized) is 0.0847. (4) The peptide sequence is VLYYHMMKD. The MHC is HLA-A03:01 with pseudo-sequence HLA-A03:01. The binding affinity (normalized) is 0.0604.